From a dataset of Forward reaction prediction with 1.9M reactions from USPTO patents (1976-2016). Predict the product of the given reaction. The product is: [C:4]1([C:3]([N:10]2[C@H:23]3[C@H:13]([CH2:14][C:15]4([C:21]5[CH:27]=[CH:26][CH:25]=[CH:24][C:22]=53)[CH2:20][CH2:19][NH:18][CH2:17][CH2:16]4)[CH2:12][C:11]2=[O:28])=[CH2:2])[CH:9]=[CH:8][CH:7]=[CH:6][CH:5]=1. Given the reactants O[CH2:2][C@@H:3]([N:10]1[C@H:23]2[C@H:13]([CH2:14][C:15]3([C:21]4[CH:27]=[CH:26][CH:25]=[CH:24][C:22]=42)[CH2:20][CH2:19][NH:18][CH2:17][CH2:16]3)[CH2:12][C:11]1=[O:28])[C:4]1[CH:9]=[CH:8][CH:7]=[CH:6][CH:5]=1.O.[OH-].[Li+], predict the reaction product.